This data is from Forward reaction prediction with 1.9M reactions from USPTO patents (1976-2016). The task is: Predict the product of the given reaction. (1) Given the reactants [C:1](OC)(=O)[CH2:2][SH:3].[F:7][C:8]1[CH:15]=[CH:14][CH:13]=[C:12](F)[C:9]=1C=O.BrC1C2C=CSC=2C=CC=1, predict the reaction product. The product is: [F:7][C:8]1[C:9]2[CH:12]=[CH:13][S:3][C:2]=2[CH:1]=[CH:14][CH:15]=1. (2) Given the reactants [NH2:1][CH2:2][CH2:3][O:4][C:5]1[CH:10]=[CH:9][C:8]([C:11]2[N:12]([CH2:24][CH3:25])[C:13]3[C:18]([C:19]=2[C:20]#[N:21])=[CH:17][CH:16]=[C:15]([O:22][CH3:23])[CH:14]=3)=[CH:7][CH:6]=1.[CH2:26]([N:28]=[C:29]=[O:30])[CH3:27], predict the reaction product. The product is: [C:20]([C:19]1[C:18]2[C:13](=[CH:14][C:15]([O:22][CH3:23])=[CH:16][CH:17]=2)[N:12]([CH2:24][CH3:25])[C:11]=1[C:8]1[CH:9]=[CH:10][C:5]([O:4][CH2:3][CH2:2][NH:1][C:29]([NH:28][CH2:26][CH3:27])=[O:30])=[CH:6][CH:7]=1)#[N:21].